This data is from Reaction yield outcomes from USPTO patents with 853,638 reactions. The task is: Predict the reaction yield, written as a fraction of the theoretical maximum amount of product (1.0 means a 100% yield; for example, 0.34 means a 34% yield). The yield is 0.960. The catalyst is C1COCC1. The reactants are C(O[C:6](=O)[NH:7][CH2:8][CH:9]([C:19]1[CH:24]=[CH:23][CH:22]=[CH:21][CH:20]=1)[CH:10]([C:12]1[CH:17]=[CH:16][C:15]([F:18])=[CH:14][CH:13]=1)[OH:11])(C)(C)C.[H-].[H-].[H-].[H-].[Li+].[Al+3]. The product is [F:18][C:15]1[CH:14]=[CH:13][C:12]([CH:10]([OH:11])[CH:9]([C:19]2[CH:20]=[CH:21][CH:22]=[CH:23][CH:24]=2)[CH2:8][NH:7][CH3:6])=[CH:17][CH:16]=1.